This data is from Full USPTO retrosynthesis dataset with 1.9M reactions from patents (1976-2016). The task is: Predict the reactants needed to synthesize the given product. (1) Given the product [Br:21][C:16]1[CH:17]=[CH:18][CH:19]=[CH:20][C:15]=1[O:14][C:12]1[CH2:13][N:9]([C@@H:4]([CH2:5][CH:6]([CH3:8])[CH3:7])[C:3]([OH:23])=[O:2])[C:10](=[O:22])[CH:11]=1, predict the reactants needed to synthesize it. The reactants are: C[O:2][C:3](=[O:23])[C@@H:4]([N:9]1[CH2:13][C:12]([O:14][C:15]2[CH:20]=[CH:19][CH:18]=[CH:17][C:16]=2[Br:21])=[CH:11][C:10]1=[O:22])[CH2:5][CH:6]([CH3:8])[CH3:7].O.[OH-].[Li+]. (2) Given the product [CH2:12]([N:19]1[CH:24]2[CH2:25][CH2:26][CH:20]1[CH2:21][N:22]([C:5]1[CH:6]=[CH:7][CH:8]=[C:3]([C:2]([F:11])([F:10])[F:1])[CH:4]=1)[CH2:23]2)[C:13]1[CH:14]=[CH:15][CH:16]=[CH:17][CH:18]=1, predict the reactants needed to synthesize it. The reactants are: [F:1][C:2]([F:11])([F:10])[C:3]1[CH:4]=[C:5](Br)[CH:6]=[CH:7][CH:8]=1.[CH2:12]([N:19]1[CH:24]2[CH2:25][CH2:26][CH:20]1[CH2:21][NH:22][CH2:23]2)[C:13]1[CH:18]=[CH:17][CH:16]=[CH:15][CH:14]=1.C1(P(C2C=CC=CC=2)C2C=CC3C(=CC=CC=3)C=2C2C3C(=CC=CC=3)C=CC=2P(C2C=CC=CC=2)C2C=CC=CC=2)C=CC=CC=1.CC(C)([O-])C.[K+]. (3) Given the product [C:20]([OH:23])(=[O:22])[C:21]1[CH:5]=[CH:6][CH:1]=[CH:2][CH:3]=1.[CH:7](=[O:8])[C:1]1[CH:6]=[CH:5][CH:4]=[CH:3][CH:2]=1, predict the reactants needed to synthesize it. The reactants are: [C:1]1([CH3:7])[CH:6]=[CH:5][CH:4]=[CH:3][CH:2]=1.[OH:8]N1C(=O)N(O)C(=O)N(O)C1=O.[C:20]([OH:23])(=[O:22])[CH3:21].O=O. (4) Given the product [CH2:1]([CH:8]1[CH2:13][CH2:12][N:11]([CH2:14][CH2:15][CH2:16][N:17]([C:26]2[CH:27]=[CH:28][CH:29]=[CH:30][CH:31]=2)[C:18]([CH:20]2[CH2:25][CH2:24][N:23]([S:40]([CH3:39])(=[O:42])=[O:41])[CH2:22][CH2:21]2)=[O:19])[CH2:10][CH2:9]1)[C:2]1[CH:7]=[CH:6][CH:5]=[CH:4][CH:3]=1, predict the reactants needed to synthesize it. The reactants are: [CH2:1]([CH:8]1[CH2:13][CH2:12][N:11]([CH2:14][CH2:15][CH2:16][N:17]([C:26]2[CH:31]=[CH:30][CH:29]=[CH:28][CH:27]=2)[C:18]([CH:20]2[CH2:25][CH2:24][NH:23][CH2:22][CH2:21]2)=[O:19])[CH2:10][CH2:9]1)[C:2]1[CH:7]=[CH:6][CH:5]=[CH:4][CH:3]=1.C(N(CC)CC)C.[CH3:39][S:40](Cl)(=[O:42])=[O:41].C(=O)([O-])O.[Na+]. (5) Given the product [F:28][C:29]1[CH:34]=[CH:33][C:32]([N:35]([C:2]2[CH:3]=[CH:4][C:5]([O:8][C:9]3[CH:14]=[CH:13][N:12]=[C:11]4[CH:15]=[C:16]([C:18]5[CH:27]=[CH:26][C:21]([C:22](=[O:23])[NH:24][CH3:25])=[CH:20][CH:19]=5)[S:17][C:10]=34)=[CH:6][N:7]=2)[C:36]([C:38]2([C:41]([NH2:46])=[O:42])[CH2:40][CH2:39]2)=[O:37])=[CH:31][CH:30]=1, predict the reactants needed to synthesize it. The reactants are: N[C:2]1[N:7]=[CH:6][C:5]([O:8][C:9]2[CH:14]=[CH:13][N:12]=[C:11]3[CH:15]=[C:16]([C:18]4[CH:27]=[CH:26][C:21]([C:22]([NH:24][CH3:25])=[O:23])=[CH:20][CH:19]=4)[S:17][C:10]=23)=[CH:4][CH:3]=1.[F:28][C:29]1[CH:34]=[CH:33][C:32]([NH:35][C:36]([C:38]2([C:41](F)=[O:42])[CH2:40][CH2:39]2)=[O:37])=[CH:31][CH:30]=1.CC#[N:46]. (6) Given the product [CH3:1][O:2][C:3](=[O:21])[C:4]1[C:9]([CH2:28][CH3:29])=[CH:8][C:7]([C:11]2[C:16]([CH2:17][CH3:18])=[CH:15][CH:14]=[CH:13][C:12]=2[CH2:19][CH3:20])=[N:6][CH:5]=1, predict the reactants needed to synthesize it. The reactants are: [CH3:1][O:2][C:3](=[O:21])[C:4]1[C:9](Cl)=[CH:8][C:7]([C:11]2[C:16]([CH2:17][CH3:18])=[CH:15][CH:14]=[CH:13][C:12]=2[CH2:19][CH3:20])=[N:6][CH:5]=1.C([O-])([O-])=O.[Na+].[Na+].[CH3:28][CH2:29]CCCC. (7) The reactants are: [F:1][C:2]1[CH:10]=[C:9]([B:11]2[O:15][C:14]([CH3:17])([CH3:16])[C:13]([CH3:19])([CH3:18])[O:12]2)[CH:8]=[CH:7][C:3]=1[C:4]([OH:6])=O.[CH2:20]([C:23]1[CH:28]=[CH:27][N:26]=[C:25]([NH2:29])[CH:24]=1)[CH2:21][CH3:22]. Given the product [F:1][C:2]1[CH:10]=[C:9]([B:11]2[O:15][C:14]([CH3:17])([CH3:16])[C:13]([CH3:19])([CH3:18])[O:12]2)[CH:8]=[CH:7][C:3]=1[C:4]([NH:29][C:25]1[CH:24]=[C:23]([CH2:20][CH2:21][CH3:22])[CH:28]=[CH:27][N:26]=1)=[O:6], predict the reactants needed to synthesize it. (8) Given the product [Br:1][C:2]1[CH:11]=[C:10]2[C:5]([CH:6]=[C:7]([N:19]3[CH2:20][CH2:21][CH:16]([N:15]([CH3:22])[CH3:14])[CH2:17][CH2:18]3)[NH:8][C:9]2=[O:12])=[CH:4][CH:3]=1, predict the reactants needed to synthesize it. The reactants are: [Br:1][C:2]1[CH:11]=[C:10]2[C:5]([CH:6]=[C:7](Cl)[NH:8][C:9]2=[O:12])=[CH:4][CH:3]=1.[CH3:14][N:15]([CH3:22])[CH:16]1[CH2:21][CH2:20][NH:19][CH2:18][CH2:17]1. (9) The reactants are: [NH2:1][C:2]1[N:23]=[CH:22][C:21](N)=[CH:20][C:3]=1[C:4]([NH:6][CH2:7][C:8]1[S:9][C:10]([O:13][C:14]2[CH:19]=[CH:18][CH:17]=[CH:16][CH:15]=2)=[CH:11][CH:12]=1)=[O:5].N([O-])=O.[Na+].[C:29](=O)(O)[O-:30].[Na+]. Given the product [NH2:1][C:2]1[N:23]=[C:22]([O:30][CH3:29])[CH:21]=[CH:20][C:3]=1[C:4]([NH:6][CH2:7][C:8]1[S:9][C:10]([O:13][C:14]2[CH:19]=[CH:18][CH:17]=[CH:16][CH:15]=2)=[CH:11][CH:12]=1)=[O:5], predict the reactants needed to synthesize it.